Task: Regression/Classification. Given a drug SMILES string, predict its toxicity properties. Task type varies by dataset: regression for continuous values (e.g., LD50, hERG inhibition percentage) or binary classification for toxic/non-toxic outcomes (e.g., AMES mutagenicity, cardiotoxicity, hepatotoxicity). Dataset: ld50_zhu.. Dataset: Acute oral toxicity (LD50) regression data from Zhu et al. (1) The drug is N#CCCC#N. The rat oral LD50 is 2.25, given as -log10 of the dose in mol/kg body weight (higher means more acutely toxic). (2) The molecule is CCCCC(CC)COC(=O)C(CC)CCCC. The rat oral LD50 is 0.978, given as -log10 of the dose in mol/kg body weight (higher means more acutely toxic). (3) The molecule is CCCCOC(=O)COc1ccc(Cl)cc1Cl. The rat oral LD50 is 2.67, given as -log10 of the dose in mol/kg body weight (higher means more acutely toxic). (4) The compound is CCCCCCC(CO)CCCC. The rat oral LD50 is 1.16, given as -log10 of the dose in mol/kg body weight (higher means more acutely toxic). (5) The molecule is COc1ccc2c(=O)c3ccccc3oc2c1CN1CCCCC1. The rat oral LD50 is 3.25, given as -log10 of the dose in mol/kg body weight (higher means more acutely toxic).